Dataset: Full USPTO retrosynthesis dataset with 1.9M reactions from patents (1976-2016). Task: Predict the reactants needed to synthesize the given product. (1) Given the product [Cl:16][C:17]1[CH:22]=[CH:21][C:20]([C:23]2[CH:24]=[C:25]([C:28]([NH:1][C:2]3[CH:7]=[N:6][C:5]([O:8][CH2:9][CH2:10][N:11]4[CH2:15][CH2:14][CH2:13][CH2:12]4)=[CH:4][CH:3]=3)=[O:29])[NH:26][CH:27]=2)=[CH:19][CH:18]=1, predict the reactants needed to synthesize it. The reactants are: [NH2:1][C:2]1[CH:3]=[CH:4][C:5]([O:8][CH2:9][CH2:10][N:11]2[CH2:15][CH2:14][CH2:13][CH2:12]2)=[N:6][CH:7]=1.[Cl:16][C:17]1[CH:22]=[CH:21][C:20]([C:23]2[CH:24]=[C:25]([C:28](O)=[O:29])[NH:26][CH:27]=2)=[CH:19][CH:18]=1. (2) Given the product [CH3:1][N:2]([CH3:7])[CH2:3][CH2:4][CH2:5][NH:6][S:12]([CH2:11][CH2:10][C:9]([F:8])([F:33])[CH2:16][CH:17]([C:29]([F:30])([F:31])[F:32])[CH2:18][C:19]([F:28])([C:24]([F:25])([F:26])[F:27])[C:20]([F:21])([F:23])[F:22])(=[O:14])=[O:13], predict the reactants needed to synthesize it. The reactants are: [CH3:1][N:2]([CH3:7])[CH2:3][CH2:4][CH2:5][NH2:6].[F:8][C:9]([F:33])([CH2:16][CH:17]([C:29]([F:32])([F:31])[F:30])[CH2:18][C:19]([F:28])([C:24]([F:27])([F:26])[F:25])[C:20]([F:23])([F:22])[F:21])[CH2:10][CH2:11][S:12](Cl)(=[O:14])=[O:13].